This data is from Catalyst prediction with 721,799 reactions and 888 catalyst types from USPTO. The task is: Predict which catalyst facilitates the given reaction. (1) Reactant: [C:1]1([C:7]2[N:8]=[CH:9][C:10]([N:19]([CH2:23][CH2:24][CH2:25][CH2:26]O)[CH:20]([CH3:22])[CH3:21])=[N:11][C:12]=2[C:13]2[CH:18]=[CH:17][CH:16]=[CH:15][CH:14]=2)[CH:6]=[CH:5][CH:4]=[CH:3][CH:2]=1.C1(P(C2C=CC=CC=2)C2C=CC=CC=2)C=CC=CC=1.C(Br)(Br)(Br)[Br:48]. Product: [Br:48][CH2:26][CH2:25][CH2:24][CH2:23][N:19]([C:10]1[CH:9]=[N:8][C:7]([C:1]2[CH:6]=[CH:5][CH:4]=[CH:3][CH:2]=2)=[C:12]([C:13]2[CH:18]=[CH:17][CH:16]=[CH:15][CH:14]=2)[N:11]=1)[CH:20]([CH3:22])[CH3:21]. The catalyst class is: 4. (2) Reactant: [OH:1][Li].O.OO.C([C@H]1COC(=O)N1C(=O)[C@@H:20]([C:33]1[CH:38]=[CH:37][C:36]([Cl:39])=[CH:35][CH:34]=1)[CH2:21][N:22]([CH:30]([CH3:32])[CH3:31])[C:23](=[O:29])[O:24][C:25]([CH3:28])([CH3:27])[CH3:26])C1C=CC=CC=1.[O-]S([O-])=O.[Na+].[Na+].C1[CH2:51][O:50]CC1. Product: [C:25]([O:24][C:23]([N:22]([CH:30]([CH3:31])[CH3:32])[CH2:21][C@H:20]([C:33]1[CH:38]=[CH:37][C:36]([Cl:39])=[CH:35][CH:34]=1)[C:51]([OH:50])=[O:1])=[O:29])([CH3:27])([CH3:28])[CH3:26]. The catalyst class is: 6. (3) Reactant: [CH3:1][N:2]1[C:6]([C:7]([OH:9])=O)=[C:5]([N+:10]([O-:12])=[O:11])[N:4]=[CH:3]1.ClCCl.[CH:16]([O:19][C:20](=[O:38])[CH:21]([NH:30][C:31]([O:33][C:34]([CH3:37])([CH3:36])[CH3:35])=[O:32])[CH2:22][C:23]1[CH:28]=[CH:27][C:26]([NH2:29])=[CH:25][CH:24]=1)([CH3:18])[CH3:17].C(N(CC)CC)C. Product: [C:34]([O:33][C:31]([NH:30][C@H:21]([C:20]([O:19][CH:16]([CH3:18])[CH3:17])=[O:38])[CH2:22][C:23]1[CH:24]=[CH:25][C:26]([NH:29][C:7]([C:6]2[N:2]([CH3:1])[CH:3]=[N:4][C:5]=2[N+:10]([O-:12])=[O:11])=[O:9])=[CH:27][CH:28]=1)=[O:32])([CH3:36])([CH3:37])[CH3:35]. The catalyst class is: 309. (4) Reactant: C[N:2](C)/[CH:3]=[C:4](/[N:7]1[CH:11]=[CH:10][N:9]=[CH:8]1)\[C:5]#[N:6].O.[NH2:14]N.Cl. Product: [N:7]1([C:4]2[CH:3]=[N:2][NH:6][C:5]=2[NH2:14])[CH:11]=[CH:10][N:9]=[CH:8]1. The catalyst class is: 8. (5) Reactant: Br[C:2]1[CH:3]=[C:4]2[C:9](=[CH:10][CH:11]=1)[C:7](=[O:8])[O:6][CH2:5]2.[CH2:12](O)[CH3:13]. Product: [CH:12]([C:2]1[CH:11]=[CH:10][C:9]2[C:7](=[O:8])[O:6][CH2:5][C:4]=2[CH:3]=1)=[CH2:13]. The catalyst class is: 462. (6) Reactant: [OH:1][C@H:2]([CH3:11])[CH2:3][CH2:4][CH2:5][C:6]([O:8][CH2:9][CH3:10])=[O:7].N1C=CN=C1.[C:17]([Si:21](Cl)([C:28]1[CH:33]=[CH:32][CH:31]=[CH:30][CH:29]=1)[C:22]1[CH:27]=[CH:26][CH:25]=[CH:24][CH:23]=1)([CH3:20])([CH3:19])[CH3:18].O. Product: [Si:21]([O:1][C@H:2]([CH3:11])[CH2:3][CH2:4][CH2:5][C:6]([O:8][CH2:9][CH3:10])=[O:7])([C:17]([CH3:20])([CH3:19])[CH3:18])([C:28]1[CH:29]=[CH:30][CH:31]=[CH:32][CH:33]=1)[C:22]1[CH:27]=[CH:26][CH:25]=[CH:24][CH:23]=1. The catalyst class is: 3.